This data is from Full USPTO retrosynthesis dataset with 1.9M reactions from patents (1976-2016). The task is: Predict the reactants needed to synthesize the given product. (1) Given the product [CH2:1]([NH:4][C:5]1[CH:9]=[C:8]([C:10]2[CH:15]=[CH:14][N:13]=[CH:12][CH:11]=2)[S:7][C:6]=1[C:16]([OH:18])=[O:17])[CH2:2][CH3:3], predict the reactants needed to synthesize it. The reactants are: [CH2:1]([NH:4][C:5]1[CH:9]=[C:8]([C:10]2[CH:15]=[CH:14][N:13]=[CH:12][CH:11]=2)[S:7][C:6]=1[C:16]([O:18]C)=[O:17])[CH2:2][CH3:3].C[O-].[Na+].CO.Cl. (2) Given the product [CH3:26][C:21]1[CH:22]=[C:23]([CH3:25])[N:24]=[C:19]([C:8]2[C:9]([C:15]#[N:16])=[N:10][C:11]([CH3:14])=[CH:12][CH:13]=2)[N:20]=1, predict the reactants needed to synthesize it. The reactants are: CC1(C)COB([C:8]2[C:9]([C:15]#[N:16])=[N:10][C:11]([CH3:14])=[CH:12][CH:13]=2)OC1.Cl[C:19]1[N:24]=[C:23]([CH3:25])[CH:22]=[C:21]([CH3:26])[N:20]=1.[F-].[Cs+]. (3) Given the product [Cl:22][C:23]1[CH:31]=[CH:30][C:26]([C:27]([NH:21][C:16]2[C:15]([NH:14][CH2:13][CH:10]3[CH2:11][CH2:12][N:7]([C:4]4[CH:5]=[CH:6][N:1]=[CH:2][CH:3]=4)[CH2:8][CH2:9]3)=[CH:20][CH:19]=[CH:18][CH:17]=2)=[O:28])=[CH:25][CH:24]=1, predict the reactants needed to synthesize it. The reactants are: [N:1]1[CH:6]=[CH:5][C:4]([N:7]2[CH2:12][CH2:11][CH:10]([CH2:13][NH:14][C:15]3[C:16]([NH2:21])=[CH:17][CH:18]=[CH:19][CH:20]=3)[CH2:9][CH2:8]2)=[CH:3][CH:2]=1.[Cl:22][C:23]1[CH:31]=[CH:30][C:26]([C:27](Cl)=[O:28])=[CH:25][CH:24]=1. (4) The reactants are: [F:1][C:2]1[CH:3]=[CH:4][C:5]([CH2:8][O:9][C:10]2[CH:15]=[CH:14][NH:13][C:12](=[O:16])[CH:11]=2)=[N:6][CH:7]=1.Br[C:18]1[CH:23]=[CH:22][C:21]2[C:24]3[CH2:25][N:26]([C:32]([O:34][C:35]([CH3:38])([CH3:37])[CH3:36])=[O:33])[CH2:27][CH2:28][CH2:29][C:30]=3[O:31][C:20]=2[CH:19]=1.C([O-])([O-])=O.[Cs+].[Cs+].CN[C@@H]1CCCC[C@H]1NC. Given the product [F:1][C:2]1[CH:3]=[CH:4][C:5]([CH2:8][O:9][C:10]2[CH:15]=[CH:14][N:13]([C:18]3[CH:23]=[CH:22][C:21]4[C:24]5[CH2:25][N:26]([C:32]([O:34][C:35]([CH3:38])([CH3:37])[CH3:36])=[O:33])[CH2:27][CH2:28][CH2:29][C:30]=5[O:31][C:20]=4[CH:19]=3)[C:12](=[O:16])[CH:11]=2)=[N:6][CH:7]=1, predict the reactants needed to synthesize it. (5) Given the product [CH:24]1([CH2:23][C:9]2[C:8]([C:6]([C:5]3[CH:4]=[C:3]([CH:29]=[C:28]([CH3:30])[CH:27]=3)[C:1]#[N:2])=[O:7])=[C:13]([CH:14]([CH3:15])[CH3:16])[C:12](=[O:17])[NH:11][C:10]=2[CH2:18][OH:19])[CH2:26][CH2:25]1, predict the reactants needed to synthesize it. The reactants are: [C:1]([C:3]1[CH:4]=[C:5]([CH:27]=[C:28]([CH3:30])[CH:29]=1)[C:6]([C:8]1[C:9]([CH2:23][CH:24]2[CH2:26][CH2:25]2)=[C:10]([CH2:18][O:19]C(=O)C)[NH:11][C:12](=[O:17])[C:13]=1[CH:14]([CH3:16])[CH3:15])=[O:7])#[N:2].[NH4+].[OH-]. (6) Given the product [CH:42]1([C:36]2[CH:37]=[CH:38][C:39]([C:2]3[CH:3]=[CH:4][C:5]([CH2:6][C:7]4[N:8]([C:20]5[CH:21]=[C:22]([N:26]6[S:30](=[O:32])(=[O:31])[NH:29][C:28](=[O:33])[CH2:27]6)[CH:23]=[CH:24][CH:25]=5)[CH:9]=[C:10]([C:12]5[CH:17]=[CH:16][C:15]([F:18])=[CH:14][C:13]=5[F:19])[N:11]=4)=[CH:34][CH:35]=3)=[CH:40][CH:41]=2)[CH2:43][CH2:44][CH2:45][CH2:46][CH2:47]1, predict the reactants needed to synthesize it. The reactants are: Br[C:2]1[CH:35]=[CH:34][C:5]([CH2:6][C:7]2[N:8]([C:20]3[CH:21]=[C:22]([N:26]4[S:30](=[O:32])(=[O:31])[NH:29][C:28](=[O:33])[CH2:27]4)[CH:23]=[CH:24][CH:25]=3)[CH:9]=[C:10]([C:12]3[CH:17]=[CH:16][C:15]([F:18])=[CH:14][C:13]=3[F:19])[N:11]=2)=[CH:4][CH:3]=1.[CH:36]1([C:42]2[CH:47]=[CH:46][C:45](B(O)O)=[CH:44][CH:43]=2)[CH2:41][CH2:40][CH2:39][CH2:38][CH2:37]1. (7) The reactants are: Cl[CH2:2][C:3]1[S:7][C:6]([NH:8][C:9](=[O:11])[CH3:10])=[N:5][CH:4]=1.Cl.[CH2:13]([CH:20]1[CH2:25][CH2:24][NH:23][CH2:22][CH:21]1[F:26])[C:14]1[CH:19]=[CH:18][CH:17]=[CH:16][CH:15]=1.CCN(C(C)C)C(C)C. Given the product [CH2:13]([CH:20]1[CH2:25][CH2:24][N:23]([CH2:2][C:3]2[S:7][C:6]([NH:8][C:9](=[O:11])[CH3:10])=[N:5][CH:4]=2)[CH2:22][CH:21]1[F:26])[C:14]1[CH:15]=[CH:16][CH:17]=[CH:18][CH:19]=1, predict the reactants needed to synthesize it.